From a dataset of Full USPTO retrosynthesis dataset with 1.9M reactions from patents (1976-2016). Predict the reactants needed to synthesize the given product. (1) The reactants are: Br[C:2]1[CH:7]=[CH:6][C:5]([S:8]([NH:11][C:12]2[S:16][N:15]=[CH:14][N:13]=2)(=[O:10])=[O:9])=[CH:4][CH:3]=1.[CH3:17][C@H:18]1[CH2:23][NH:22][CH2:21][CH2:20][NH:19]1.O(C(C)(C)C)[Na]. Given the product [CH3:17][C@@H:18]1[NH:19][CH2:20][CH2:21][N:22]([C:2]2[CH:7]=[CH:6][C:5]([S:8]([NH:11][C:12]3[S:16][N:15]=[CH:14][N:13]=3)(=[O:10])=[O:9])=[CH:4][CH:3]=2)[CH2:23]1, predict the reactants needed to synthesize it. (2) Given the product [C:1]([C:4]1[S:8][C:7]([C:9]2[CH:10]=[C:11]([Cl:30])[C:12]3[O:16][CH:15]([CH2:17][N:18]([CH3:33])[C:19](=[O:28])/[CH:20]=[CH:21]/[C:22]4[CH:23]=[N:24][CH:25]=[CH:26][CH:27]=4)[CH2:14][C:13]=3[CH:29]=2)=[CH:6][CH:5]=1)(=[O:3])[CH3:2], predict the reactants needed to synthesize it. The reactants are: [C:1]([C:4]1[S:8][C:7]([C:9]2[CH:10]=[C:11]([Cl:30])[C:12]3[O:16][CH:15]([CH2:17][NH:18][C:19](=[O:28])/[CH:20]=[CH:21]/[C:22]4[CH:23]=[N:24][CH:25]=[CH:26][CH:27]=4)[CH2:14][C:13]=3[CH:29]=2)=[CH:6][CH:5]=1)(=[O:3])[CH3:2].[H-].[Na+].[CH3:33]I.O. (3) Given the product [CH3:1][NH:2][CH2:3][CH2:4][NH:5][C:6](=[O:7])[O:8][CH2:9][C:10]1[CH:15]=[CH:14][CH:13]=[CH:12][CH:11]=1, predict the reactants needed to synthesize it. The reactants are: [CH3:1][NH:2][CH2:3][CH2:4][NH2:5].[C:6](N1C(=O)CCC1=O)([O:8][CH2:9][C:10]1[CH:15]=[CH:14][CH:13]=[CH:12][CH:11]=1)=[O:7].O.C(Cl)(Cl)Cl. (4) Given the product [CH3:1][O:2][C:3]1[CH:4]=[C:5]([CH:33]=[CH:34][C:35]=1[O:36][CH3:37])[CH2:6][CH:7]1[C:16]2[C:11](=[CH:12][C:13]([O:18][CH3:19])=[C:14]([O:17][CH2:39][CH:40]([F:42])[F:41])[CH:15]=2)[CH2:10][CH2:9][N:8]1[CH2:20][C:21]([NH:23][CH:24]1[C:32]2[C:27](=[CH:28][CH:29]=[CH:30][CH:31]=2)[CH2:26][CH2:25]1)=[O:22], predict the reactants needed to synthesize it. The reactants are: [CH3:1][O:2][C:3]1[CH:4]=[C:5]([CH:33]=[CH:34][C:35]=1[O:36][CH3:37])[CH2:6][CH:7]1[C:16]2[C:11](=[CH:12][C:13]([O:18][CH3:19])=[C:14]([OH:17])[CH:15]=2)[CH2:10][CH2:9][N:8]1[CH2:20][C:21]([NH:23][CH:24]1[C:32]2[C:27](=[CH:28][CH:29]=[CH:30][CH:31]=2)[CH2:26][CH2:25]1)=[O:22].Br[CH2:39][CH:40]([F:42])[F:41]. (5) Given the product [CH3:20][C@:9]12[C@@:16]3([CH2:22][O:19]3)[CH2:17][CH2:18][C@@H:8]1[CH2:7][C@H:6]1[C@@H:11]([CH2:12][CH2:13][C@H:14]3[C@@H:5]1[CH2:4][CH2:3][C@@H:2]([OH:1])[CH2:15]3)[CH2:10]2, predict the reactants needed to synthesize it. The reactants are: [OH:1][CH:2]1[CH2:15][C@@H:14]2[C@@H:5]([C@@H:6]3[C@@H:11]([CH2:12][CH2:13]2)[CH2:10][C@@:9]2([CH3:20])[C:16](=[O:19])[CH2:17][CH2:18][C@@H:8]2[CH2:7]3)[CH2:4][CH2:3]1.[I-].[CH3:22][S+](C)C.CC(C)([O-])C.[K+]. (6) Given the product [C:1]([NH:5][CH2:6][CH:7]([C:12]1[CH:17]=[CH:16][C:15]([Cl:18])=[CH:14][CH:13]=1)[C:8]([O-:10])=[O:9])([CH3:4])([CH3:2])[CH3:3].[K+:20], predict the reactants needed to synthesize it. The reactants are: [C:1]([NH:5][CH2:6][CH:7]([C:12]1[CH:17]=[CH:16][C:15]([Cl:18])=[CH:14][CH:13]=1)[C:8]([O:10]C)=[O:9])([CH3:4])([CH3:3])[CH3:2].O([Si](C)(C)C)[K:20]. (7) Given the product [OH:33][C:27]1([CH:7]([C:2]2[CH:3]=[CH:4][CH:5]=[CH:6][N:1]=2)[CH2:8][N:9]2[CH2:10][CH2:11][N:12]([C:15]([O:17][C:18]([CH3:21])([CH3:20])[CH3:19])=[O:16])[CH2:13][CH2:14]2)[CH2:32][CH2:31][CH2:30][CH2:29][CH2:28]1, predict the reactants needed to synthesize it. The reactants are: [N:1]1[CH:6]=[CH:5][CH:4]=[CH:3][C:2]=1[CH2:7][CH2:8][N:9]1[CH2:14][CH2:13][N:12]([C:15]([O:17][C:18]([CH3:21])([CH3:20])[CH3:19])=[O:16])[CH2:11][CH2:10]1.C([Li])CCC.[C:27]1(=[O:33])[CH2:32][CH2:31][CH2:30][CH2:29][CH2:28]1. (8) Given the product [Cl:29][C:20]1[CH:21]=[C:22]([C:23]2[CH:28]=[CH:27][CH:26]=[CH:25][N:24]=2)[C:16]2[O:15][C:14]([N:11]3[CH2:12][CH2:13][NH:8][CH2:9][C@@H:10]3[CH3:30])=[N:18][C:17]=2[C:19]=1[I:31], predict the reactants needed to synthesize it. The reactants are: C(OC([N:8]1[CH2:13][CH2:12][N:11]([C:14]2[O:15][C:16]3[C:22]([C:23]4[CH:28]=[CH:27][CH:26]=[CH:25][N:24]=4)=[CH:21][C:20]([Cl:29])=[CH:19][C:17]=3[N:18]=2)[C@@H:10]([CH3:30])[CH2:9]1)=O)(C)(C)C.[I:31]N1C(=O)CCC1=O.C(#N)C.O.